The task is: Predict which catalyst facilitates the given reaction.. This data is from Catalyst prediction with 721,799 reactions and 888 catalyst types from USPTO. (1) Reactant: C(O[C:6]([NH:8][CH2:9][C:10](O)=O)=[O:7])(C)(C)C.[CH3:13][N:14](C(ON1N=NC2C=CC=NC1=2)=[N+](C)C)C.F[P-](F)(F)(F)(F)F.CCN(CC)CC.C(N[CH:52]1CC[CH2:55][N:54]([C:58]2[C:59]3[CH:66]=[CH:65][N:64](S(C4C=CC(C)=CC=4)(=O)=O)[C:60]=3[N:61]=[CH:62][N:63]=2)[CH2:53]1)C1C=CC=CC=1.Cl. Product: [N:61]1[C:60]2[NH:64][CH:65]=[CH:66][C:59]=2[C:58]([N:54]2[CH2:53][CH2:52][CH2:10][CH:9]([NH:8][C:6](=[O:7])[CH2:13][NH2:14])[CH2:55]2)=[N:63][CH:62]=1. The catalyst class is: 31. (2) Reactant: [Cl:1][C:2]1[CH:3]=[C:4]([NH:9][C:10]2[C:19]3[C:14](=[CH:15][C:16]([O:32][CH2:33][CH2:34][O:35][CH3:36])=[C:17]([NH:20][C:21](=[O:31])[CH2:22]P(OCC)(OCC)=O)[CH:18]=3)[N:13]=[CH:12][N:11]=2)[CH:5]=[CH:6][C:7]=1[F:8].C[Si]([N-][Si](C)(C)C)(C)C.[Li+].C1(C)C=CC=CC=1.[CH3:54][N:55]1[CH2:59][CH2:58][CH2:57][C@@H:56]1[CH:60]=O. Product: [Cl:1][C:2]1[CH:3]=[C:4]([NH:9][C:10]2[C:19]3[C:14](=[CH:15][C:16]([O:32][CH2:33][CH2:34][O:35][CH3:36])=[C:17]([NH:20][C:21](=[O:31])/[CH:22]=[CH:60]/[C@H:56]4[CH2:57][CH2:58][CH2:59][N:55]4[CH3:54])[CH:18]=3)[N:13]=[CH:12][N:11]=2)[CH:5]=[CH:6][C:7]=1[F:8]. The catalyst class is: 7. (3) Reactant: Cl.[NH2:2][OH:3].[OH-].[K+].CO[C:8](=[O:33])[C:9]1[CH:14]=[CH:13][C:12]([C:15]2[CH2:19][C:18]([C:24]3[CH:29]=[C:28]([Cl:30])[CH:27]=[C:26]([Cl:31])[CH:25]=3)([C:20]([F:23])([F:22])[F:21])[O:17][N:16]=2)=[CH:11][C:10]=1[CH3:32]. Product: [Cl:30][C:28]1[CH:29]=[C:24]([C:18]2([C:20]([F:23])([F:21])[F:22])[O:17][N:16]=[C:15]([C:12]3[CH:13]=[CH:14][C:9]([C:8]([NH:2][OH:3])=[O:33])=[C:10]([CH3:32])[CH:11]=3)[CH2:19]2)[CH:25]=[C:26]([Cl:31])[CH:27]=1. The catalyst class is: 5. (4) Reactant: [C:1]([O:5][C:6](=[O:33])[NH:7][C:8]1[CH:13]=[CH:12][C:11]([O:14][CH2:15][C:16]2[N:17]([C:24]3[C:29]([Cl:30])=[CH:28][CH:27]=[CH:26][C:25]=3[Cl:31])[N:18]=[CH:19][C:20]=2[CH:21]([CH3:23])[CH3:22])=[CH:10][C:9]=1[CH3:32])([CH3:4])([CH3:3])[CH3:2].[H-].[Na+].I[CH3:37]. Product: [C:1]([O:5][C:6](=[O:33])[N:7]([C:8]1[CH:13]=[CH:12][C:11]([O:14][CH2:15][C:16]2[N:17]([C:24]3[C:29]([Cl:30])=[CH:28][CH:27]=[CH:26][C:25]=3[Cl:31])[N:18]=[CH:19][C:20]=2[CH:21]([CH3:23])[CH3:22])=[CH:10][C:9]=1[CH3:32])[CH3:37])([CH3:2])([CH3:3])[CH3:4]. The catalyst class is: 3.